Dataset: Reaction yield outcomes from USPTO patents with 853,638 reactions. Task: Predict the reaction yield, written as a fraction of the theoretical maximum amount of product (1.0 means a 100% yield; for example, 0.34 means a 34% yield). (1) The reactants are [CH3:1][O:2][CH2:3][C:4]1[N:5]=[C:6]([CH3:26])[NH:7][C:8](=[O:25])[C:9]=1[CH2:10][C:11]1[CH:16]=[CH:15][C:14]([C:17]2[C:18]([C:23]#[N:24])=[CH:19][CH:20]=[CH:21][CH:22]=2)=[CH:13][CH:12]=1.[H-].[Na+].CN(C)C=O.Br[CH2:35][C:36]1[S:37][CH:38]=[CH:39][CH:40]=1. The catalyst is C(OCC)(=O)C. The product is [CH3:1][O:2][CH2:3][C:4]1[N:5]=[C:6]([CH3:26])[N:7]([CH2:35][C:36]2[S:37][CH:38]=[CH:39][CH:40]=2)[C:8](=[O:25])[C:9]=1[CH2:10][C:11]1[CH:16]=[CH:15][C:14]([C:17]2[C:18]([C:23]#[N:24])=[CH:19][CH:20]=[CH:21][CH:22]=2)=[CH:13][CH:12]=1. The yield is 0.530. (2) The reactants are [NH2:1][C:2]1[C:3](=[O:11])[N:4]([CH3:10])[C:5](=[O:9])[NH:6][C:7]=1[NH2:8].[Cl:12][C:13]1[CH:20]=[CH:19][C:16]([CH:17]=O)=[CH:15][CH:14]=1.C([BH3-])#N.[Na+]. The catalyst is O.C(O)(=O)C. The product is [NH2:8][C:7]1[NH:6][C:5](=[O:9])[N:4]([CH3:10])[C:3](=[O:11])[C:2]=1[NH:1][CH2:17][C:16]1[CH:19]=[CH:20][C:13]([Cl:12])=[CH:14][CH:15]=1. The yield is 0.429. (3) The product is [Br:1][C:2]1[CH:7]=[CH:6][N:5]=[C:4]([C@@H:8]2[CH2:9][CH2:10][CH2:11][N:42]2[C@H:40]([C:37]2[CH:38]=[CH:39][C:34]([O:33][CH3:32])=[CH:35][CH:36]=2)[CH3:41])[CH:3]=1. The catalyst is C(Cl)Cl. The yield is 0.360. The reactants are [Br:1][C:2]1[CH:7]=[CH:6][N:5]=[C:4]([C:8](=O)[CH2:9][CH2:10][CH:11]=O)[CH:3]=1.C(O)(=O)C.[BH-](OC(C)=O)(OC(C)=O)OC(C)=O.[Na+].[CH3:32][O:33][C:34]1[CH:39]=[CH:38][C:37]([C@H:40]([NH2:42])[CH3:41])=[CH:36][CH:35]=1. (4) The product is [CH3:7][O:6][C:5]1[CH:4]=[C:3]([CH:11]=[CH:10][C:8]=1[O:9][C:12](=[O:34])[CH:13]=[CH:14][CH:15]=[CH:16][CH:17]=[CH:18][CH:19]=[CH:20][CH:21]=[CH:22][CH:23]=[CH:24][CH2:25][CH2:26][CH2:27][CH2:28][CH2:29][CH2:30][CH2:31][CH2:32][CH3:33])[CH:2]=[O:1]. The catalyst is CN(C)C1C=CN=CC=1.ClCCl.O. The reactants are [O:1]=[CH:2][C:3]1[CH:11]=[CH:10][C:8]([OH:9])=[C:5]([O:6][CH3:7])[CH:4]=1.[C:12](O)(=[O:34])/[CH:13]=[CH:14]\[CH:15]=[CH:16][CH:17]=[CH:18][CH:19]=[CH:20][CH:21]=[CH:22][CH:23]=[CH:24][CH2:25][CH2:26][CH2:27][CH2:28][CH2:29][CH2:30][CH2:31][CH2:32][CH3:33].C1(N=C=NC2CCCCC2)CCCCC1. The yield is 0.800. (5) The reactants are Cl[C:2]1[CH:7]=[CH:6][C:5]([O:8][C:9]2[CH:14]=[CH:13][C:12]([F:15])=[C:11]([F:16])[CH:10]=2)=[CH:4][N:3]=1.[F:17][C:18]1[CH:19]=[C:20]([CH:22]=[CH:23][C:24]=1[F:25])[NH2:21].C1(P(C2C=CC=CC=2)C2C3OC4C(=CC=CC=4P(C4C=CC=CC=4)C4C=CC=CC=4)C(C)(C)C=3C=CC=2)C=CC=CC=1.C(=O)([O-])[O-].[Cs+].[Cs+]. The catalyst is O1CCOCC1.C(OCC)(=O)C. The product is [F:16][C:11]1[CH:10]=[C:9]([CH:14]=[CH:13][C:12]=1[F:15])[O:8][C:5]1[CH:6]=[CH:7][C:2]([NH:21][C:20]2[CH:22]=[CH:23][C:24]([F:25])=[C:18]([F:17])[CH:19]=2)=[N:3][CH:4]=1. The yield is 0.180. (6) The reactants are [CH2:1]([O:8][C:9]1[CH:10]=[CH:11][CH:12]=[C:13]2[C:17]=1[NH:16][CH:15]=[CH:14]2)[C:2]1[CH:7]=[CH:6][CH:5]=[CH:4][CH:3]=1.[CH3:18]C1C2C(=CC=CC=2)NC=1. No catalyst specified. The product is [CH2:1]([O:8][C:9]1[CH:10]=[CH:11][CH:12]=[C:13]2[C:17]=1[N:16]([CH3:18])[CH:15]=[CH:14]2)[C:2]1[CH:7]=[CH:6][CH:5]=[CH:4][CH:3]=1. The yield is 1.00. (7) The reactants are C([Li])CCC.[CH2:6]([O:13][C:14]1[CH:19]=[CH:18][C:17](Br)=[CH:16][CH:15]=1)[C:7]1[CH:12]=[CH:11][CH:10]=[CH:9][CH:8]=1.[O:21]=[C:22]1[CH2:27][CH2:26][N:25]([C:28]([O:30][CH2:31][C:32]2[CH:37]=[CH:36][CH:35]=[CH:34][CH:33]=2)=[O:29])[CH2:24][CH2:23]1. The catalyst is C1COCC1. The product is [CH2:6]([O:13][C:14]1[CH:19]=[CH:18][C:17]([C:22]2([OH:21])[CH2:23][CH2:24][N:25]([C:28]([O:30][CH2:31][C:32]3[CH:37]=[CH:36][CH:35]=[CH:34][CH:33]=3)=[O:29])[CH2:26][CH2:27]2)=[CH:16][CH:15]=1)[C:7]1[CH:12]=[CH:11][CH:10]=[CH:9][CH:8]=1. The yield is 0.301.